This data is from Full USPTO retrosynthesis dataset with 1.9M reactions from patents (1976-2016). The task is: Predict the reactants needed to synthesize the given product. (1) Given the product [C:77]([CH2:78][CH2:79][CH2:9][N:10]([CH3:2])[C@H:11]([C:15]([NH:17][C@H:18]([C:22]([N:24]([C@@H:26]([C@@H:63]([CH3:66])[CH2:64][CH3:65])[C@H:27]([O:61][CH3:62])[CH2:28][C:29]([N:31]1[CH2:35][CH2:34][CH2:33][C@H:32]1[C@H:36]([O:59][CH3:60])[C@@H:37]([CH3:58])[C:38]([NH:40][C@@H:41]([CH2:51][C:52]1[CH:53]=[CH:54][CH:55]=[CH:56][CH:57]=1)[CH2:42][O:43][CH2:44][C:45]1[CH:50]=[CH:49][CH:48]=[CH:47][CH:46]=1)=[O:39])=[O:30])[CH3:25])=[O:23])[CH:19]([CH3:20])[CH3:21])=[O:16])[CH:12]([CH3:14])[CH3:13])([OH:106])=[O:76], predict the reactants needed to synthesize it. The reactants are: F[C:2](F)(F)C([O-])=O.[Na+].[CH3:9][NH:10][C@H:11]([C:15]([NH:17][C@H:18]([C:22]([N:24]([C@@H:26]([C@@H:63]([CH3:66])[CH2:64][CH3:65])[C@H:27]([O:61][CH3:62])[CH2:28][C:29]([N:31]1[CH2:35][CH2:34][CH2:33][C@H:32]1[C@H:36]([O:59][CH3:60])[C@@H:37]([CH3:58])[C:38]([NH:40][C@@H:41]([CH2:51][C:52]1[CH:57]=[CH:56][CH:55]=[CH:54][CH:53]=1)[CH2:42][O:43][CH2:44][C:45]1[CH:50]=[CH:49][CH:48]=[CH:47][CH:46]=1)=[O:39])=[O:30])[CH3:25])=[O:23])[CH:19]([CH3:21])[CH3:20])=[O:16])[CH:12]([CH3:14])[CH3:13].C([BH3-])#N.[Na+].Cl.C([O:76][C:77](=[O:106])[CH2:78][C@@H:79](OC)[C@@H](N(C(=O)[C@H](C(C)C)NC(OCC1C=CC=CC=1)=O)C)[C@@H](C)CC)(C)(C)C. (2) The reactants are: Br[C:2]1[C:3](=[O:20])[N:4]([C:9]2[CH:10]=[C:11]([CH:16]=[CH:17][C:18]=2[CH3:19])[C:12]([O:14][CH3:15])=[O:13])[CH:5]=[C:6]([Br:8])[N:7]=1.[CH2:21]([O:28][C:29]1[CH:34]=[CH:33][CH:32]=[CH:31][C:30]=1[C:35]1([NH2:38])[CH2:37][CH2:36]1)[C:22]1[CH:27]=[CH:26][CH:25]=[CH:24][CH:23]=1.C(NC(C)C)(C)C. Given the product [CH2:21]([O:28][C:29]1[CH:34]=[CH:33][CH:32]=[CH:31][C:30]=1[C:35]1([NH:38][C:2]2[C:3](=[O:20])[N:4]([C:9]3[CH:10]=[C:11]([CH:16]=[CH:17][C:18]=3[CH3:19])[C:12]([O:14][CH3:15])=[O:13])[CH:5]=[C:6]([Br:8])[N:7]=2)[CH2:37][CH2:36]1)[C:22]1[CH:23]=[CH:24][CH:25]=[CH:26][CH:27]=1, predict the reactants needed to synthesize it.